This data is from Full USPTO retrosynthesis dataset with 1.9M reactions from patents (1976-2016). The task is: Predict the reactants needed to synthesize the given product. (1) Given the product [C:1]([O:5][C:6]([NH:8][NH:9][CH2:10][C:11]1[CH:12]=[CH:13][C:14]([O:17][C:18](=[O:22])[N:19]([CH3:20])[CH3:21])=[CH:15][CH:16]=1)=[O:7])([CH3:4])([CH3:3])[CH3:2], predict the reactants needed to synthesize it. The reactants are: [C:1]([O:5][C:6]([NH:8][N:9]=[CH:10][C:11]1[CH:16]=[CH:15][C:14]([O:17][C:18](=[O:22])[N:19]([CH3:21])[CH3:20])=[CH:13][CH:12]=1)=[O:7])([CH3:4])([CH3:3])[CH3:2]. (2) Given the product [CH3:1][O:2][C:5]1[CH:6]=[C:7]([CH3:13])[C:8]([C:11]#[N:12])=[N:9][CH:10]=1, predict the reactants needed to synthesize it. The reactants are: [CH3:1][O-:2].[Na+].Br[C:5]1[CH:6]=[C:7]([CH3:13])[C:8]([C:11]#[N:12])=[N:9][CH:10]=1.O.